Dataset: Reaction yield outcomes from USPTO patents with 853,638 reactions. Task: Predict the reaction yield, written as a fraction of the theoretical maximum amount of product (1.0 means a 100% yield; for example, 0.34 means a 34% yield). (1) The reactants are [S:1]1[CH:5]=[CH:4][N:3]=[C:2]1[CH:6]=O.C[Si]([C:12]#[N:13])(C)C.Cl.Cl.[CH2:16]1[NH:21][CH2:20][CH2:19][N:18]2[CH2:22][CH2:23][CH2:24][C@H:17]12.C([O-])([O-])=O.[K+].[K+]. The catalyst is C(OCC)C.CO.[I-].[Zn+2].[I-]. The product is [CH2:16]1[N:21]([CH:6]([C:2]2[S:1][CH:5]=[CH:4][N:3]=2)[C:12]#[N:13])[CH2:20][CH2:19][N:18]2[CH2:22][CH2:23][CH2:24][C@H:17]12. The yield is 0.642. (2) The reactants are [Cl:1][C:2]1[C:7](I)=[CH:6][CH:5]=[CH:4][N:3]=1.[C:9]([O:13][C:14]([N:16]1[CH2:21][CH2:20][NH:19][CH2:18][CH2:17]1)=[O:15])([CH3:12])([CH3:11])[CH3:10].C1(P(C2C=CC=CC=2)C2C3OC4C(=CC=CC=4P(C4C=CC=CC=4)C4C=CC=CC=4)C(C)(C)C=3C=CC=2)C=CC=CC=1.CC(C)([O-])C.[Na+]. The catalyst is C1(C)C=CC=CC=1.C1C=CC(/C=C/C(/C=C/C2C=CC=CC=2)=O)=CC=1.C1C=CC(/C=C/C(/C=C/C2C=CC=CC=2)=O)=CC=1.C1C=CC(/C=C/C(/C=C/C2C=CC=CC=2)=O)=CC=1.[Pd].[Pd]. The product is [C:9]([O:13][C:14]([N:16]1[CH2:21][CH2:20][N:19]([C:7]2[C:2]([Cl:1])=[N:3][CH:4]=[CH:5][CH:6]=2)[CH2:18][CH2:17]1)=[O:15])([CH3:12])([CH3:10])[CH3:11]. The yield is 0.950. (3) The reactants are [NH:1]1[CH:5]=[CH:4][CH:3]=[C:2]1[C:6]([OH:8])=[O:7].[CH2:9](O)[C:10]1[CH:15]=[CH:14][CH:13]=[CH:12][CH:11]=1.C1CCC(N=C=NC2CCCCC2)CC1. The catalyst is C(Cl)Cl.CN(C1C=CN=CC=1)C. The product is [CH2:9]([O:7][C:6]([C:2]1[NH:1][CH:5]=[CH:4][CH:3]=1)=[O:8])[C:10]1[CH:15]=[CH:14][CH:13]=[CH:12][CH:11]=1. The yield is 0.530.